This data is from Forward reaction prediction with 1.9M reactions from USPTO patents (1976-2016). The task is: Predict the product of the given reaction. (1) The product is: [C:9]1([CH:24]=[CH:25][C:13]([C:12]2[CH:11]=[CH:10][CH:9]=[CH:16][CH:15]=2)=[O:14])[CH:16]=[CH:15][CH:12]=[CH:11][CH:10]=1. Given the reactants C(O[C:9]1[C:16](OC)=[CH:15][C:12]([CH:13]=[O:14])=[CH:11][C:10]=1OC)C1C=CC=CC=1.[OH-].[K+].Cl.[CH2:24](O)[CH3:25], predict the reaction product. (2) Given the reactants [O:1]=[C:2]([C:6]1[N:14]2[C:9]([CH:10]=[CH:11][CH:12]=[CH:13]2)=[CH:8][C:7]=1[C:15]1[CH:20]=[CH:19][CH:18]=[CH:17][CH:16]=1)[C:3](Cl)=[O:4].[O:21]=[S:22]1(=[O:35])[CH2:27][CH2:26][N:25]([C:28]2[CH:33]=[CH:32][C:31]([NH2:34])=[CH:30][CH:29]=2)[CH2:24][CH2:23]1.C(N(CC)CC)C, predict the reaction product. The product is: [O:35]=[S:22]1(=[O:21])[CH2:23][CH2:24][N:25]([C:28]2[CH:29]=[CH:30][C:31]([NH:34][C:3](=[O:4])[C:2](=[O:1])[C:6]3[N:14]4[C:9]([CH:10]=[CH:11][CH:12]=[CH:13]4)=[CH:8][C:7]=3[C:15]3[CH:20]=[CH:19][CH:18]=[CH:17][CH:16]=3)=[CH:32][CH:33]=2)[CH2:26][CH2:27]1. (3) Given the reactants C([S-])C.[Na+].[CH3:5][O:6][C:7]1[CH:8]=[C:9]([CH:12]=[C:13]([O:15]C)[CH:14]=1)[CH:10]=[O:11].[Cl-].[Na+].C=O, predict the reaction product. The product is: [OH:15][C:13]1[CH:12]=[C:9]([CH:8]=[C:7]([O:6][CH3:5])[CH:14]=1)[CH:10]=[O:11]. (4) Given the reactants C(OC([N:8]1[CH2:13][CH2:12][CH:11]([CH2:14][O:15][C:16]2[CH:21]=[CH:20][C:19]([C:22]3[N:45](COCC[Si](C)(C)C)[C:25]4[N:26]=[CH:27][N:28]=[C:29]([O:30][C:31]5[CH:36]=[CH:35][C:34]([NH:37][C:38]([NH:40][CH:41]6[CH2:43][CH2:42]6)=[O:39])=[C:33]([Cl:44])[CH:32]=5)[C:24]=4[CH:23]=3)=[CH:18][CH:17]=2)[CH2:10][CH2:9]1)=O)(C)(C)C, predict the reaction product. The product is: [Cl:44][C:33]1[CH:32]=[C:31]([O:30][C:29]2[C:24]3[CH:23]=[C:22]([C:19]4[CH:20]=[CH:21][C:16]([O:15][CH2:14][CH:11]5[CH2:12][CH2:13][NH:8][CH2:9][CH2:10]5)=[CH:17][CH:18]=4)[NH:45][C:25]=3[N:26]=[CH:27][N:28]=2)[CH:36]=[CH:35][C:34]=1[NH:37][C:38]([NH:40][CH:41]1[CH2:42][CH2:43]1)=[O:39]. (5) Given the reactants [OH:1][C:2]1[C:9]([O:10][CH3:11])=[CH:8][C:5]([CH:6]=[O:7])=[CH:4][C:3]=1[O:12][CH3:13].C([O-])([O-])=O.[Cs+].[Cs+].Br[CH2:21][CH:22]1[CH2:25][CH2:24][CH2:23]1.O, predict the reaction product. The product is: [CH:22]1([CH2:21][O:1][C:2]2[C:3]([O:12][CH3:13])=[CH:4][C:5]([CH:6]=[O:7])=[CH:8][C:9]=2[O:10][CH3:11])[CH2:25][CH2:24][CH2:23]1.